From a dataset of Forward reaction prediction with 1.9M reactions from USPTO patents (1976-2016). Predict the product of the given reaction. (1) Given the reactants [Br:1][C:2]1[C:3](=[O:13])[N:4]([C:9]([CH3:12])([CH3:11])[CH3:10])[N:5]=[CH:6][C:7]=1Br.C(SC1C(=O)NN=CC=1)C1C=CC=CC=1.[F:29][CH2:30][CH2:31][O:32][CH2:33][C:34]1[CH:39]=[CH:38][C:37]([CH2:40][OH:41])=[CH:36][CH:35]=1.C(=O)([O-])[O-].[Cs+].[Cs+], predict the reaction product. The product is: [Br:1][C:2]1[C:3](=[O:13])[N:4]([C:9]([CH3:12])([CH3:11])[CH3:10])[N:5]=[CH:6][C:7]=1[O:41][CH2:40][C:37]1[CH:38]=[CH:39][C:34]([CH2:33][O:32][CH2:31][CH2:30][F:29])=[CH:35][CH:36]=1. (2) Given the reactants [NH:1]1[C:9]2[C:4](=[C:5](B(O)O)[CH:6]=[CH:7][CH:8]=2)[CH:3]=[CH:2]1.[CH3:13][S:14]([C:17]1([C:20]2[N:25]=[C:24](SC)[N:23]=[C:22]([N:28]3[CH2:34][CH:33]4[O:35][CH:30]([CH2:31][CH2:32]4)[CH2:29]3)[CH:21]=2)[CH2:19][CH2:18]1)(=[O:16])=[O:15], predict the reaction product. The product is: [CH3:13][S:14]([C:17]1([C:20]2[CH:21]=[C:22]([N:28]3[CH2:29][CH:30]4[O:35][CH:33]([CH2:32][CH2:31]4)[CH2:34]3)[N:23]=[C:24]([C:5]3[CH:6]=[CH:7][CH:8]=[C:9]4[C:4]=3[CH:3]=[CH:2][NH:1]4)[N:25]=2)[CH2:19][CH2:18]1)(=[O:15])=[O:16]. (3) Given the reactants C([O-])(=O)C.[Na+].[CH:6]([C:10]1[C:11](Cl)=[N:12][C:13]([N:23]2[CH:27]=[CH:26][CH:25]=[N:24]2)=[N:14][C:15]=1[N:16]1[CH2:21][CH2:20][CH:19]([CH3:22])[CH2:18][CH2:17]1)([CH2:8][CH3:9])[CH3:7].[H][H], predict the reaction product. The product is: [CH:6]([C:10]1[C:15]([N:16]2[CH2:21][CH2:20][CH:19]([CH3:22])[CH2:18][CH2:17]2)=[N:14][C:13]([N:23]2[CH:27]=[CH:26][CH:25]=[N:24]2)=[N:12][CH:11]=1)([CH2:8][CH3:9])[CH3:7]. (4) Given the reactants [Cl:1]N1C(=O)CCC1=O.[CH3:9][N:10]1[CH2:32][C:15]2=[C:16]3[C:20](=[CH:21][CH:22]=[C:14]2[O:13][CH2:12][CH2:11]1)[N:19]([S:23]([C:26]1[CH:31]=[CH:30][CH:29]=[CH:28][CH:27]=1)(=[O:25])=[O:24])[CH:18]=[CH:17]3, predict the reaction product. The product is: [Cl:1][C:17]1[C:16]2[C:20](=[CH:21][CH:22]=[C:14]3[O:13][CH2:12][CH2:11][N:10]([CH3:9])[CH2:32][C:15]3=2)[N:19]([S:23]([C:26]2[CH:31]=[CH:30][CH:29]=[CH:28][CH:27]=2)(=[O:25])=[O:24])[CH:18]=1. (5) Given the reactants C[O:2][C:3](=[O:38])[CH2:4][O:5][C:6]1[CH:11]=[C:10]([CH3:12])[CH:9]=[C:8]([CH2:13][N:14]2[CH2:19][CH2:18][N:17]([C:20]3[S:21][C:22]4[CH:28]=[C:27]([O:29][C:30]([F:33])([F:32])[F:31])[CH:26]=[CH:25][C:23]=4[N:24]=3)[C@H:16]([CH2:34][CH2:35][CH2:36][CH3:37])[CH2:15]2)[CH:7]=1.[OH-].[Na+].O1CCCC1.Cl, predict the reaction product. The product is: [CH2:34]([C@H:16]1[N:17]([C:20]2[S:21][C:22]3[CH:28]=[C:27]([O:29][C:30]([F:32])([F:33])[F:31])[CH:26]=[CH:25][C:23]=3[N:24]=2)[CH2:18][CH2:19][N:14]([CH2:13][C:8]2[CH:7]=[C:6]([CH:11]=[C:10]([CH3:12])[CH:9]=2)[O:5][CH2:4][C:3]([OH:38])=[O:2])[CH2:15]1)[CH2:35][CH2:36][CH3:37]. (6) Given the reactants [Cl:1][C:2]1[N:7]=[C:6]([C:8]2[S:12][C:11]([CH:13]([CH3:15])[CH3:14])=[N:10][C:9]=2[C:16]2[C:17]([F:23])=[C:18]([CH:20]=[CH:21][CH:22]=2)[NH2:19])[CH:5]=[CH:4][N:3]=1.[CH3:24][C:25]1[CH:30]=[CH:29][CH:28]=[CH:27][C:26]=1[S:31](Cl)(=[O:33])=[O:32], predict the reaction product. The product is: [Cl:1][C:2]1[N:7]=[C:6]([C:8]2[S:12][C:11]([CH:13]([CH3:15])[CH3:14])=[N:10][C:9]=2[C:16]2[C:17]([F:23])=[C:18]([NH:19][S:31]([C:26]3[CH:27]=[CH:28][CH:29]=[CH:30][C:25]=3[CH3:24])(=[O:33])=[O:32])[CH:20]=[CH:21][CH:22]=2)[CH:5]=[CH:4][N:3]=1. (7) Given the reactants [Br:1][C:2]1[N:7]=[C:6]([C:8]([OH:10])=O)[CH:5]=[CH:4][CH:3]=1.C(N1C=CN=C1)(N1C=CN=C1)=O.[CH3:23][S:24]([NH2:27])(=[O:26])=[O:25].C1(C2CCCCCCCCCC=2)CCCCCCCCNN=1, predict the reaction product. The product is: [Br:1][C:2]1[N:7]=[C:6]([C:8]([NH:27][S:24]([CH3:23])(=[O:26])=[O:25])=[O:10])[CH:5]=[CH:4][CH:3]=1.